This data is from Forward reaction prediction with 1.9M reactions from USPTO patents (1976-2016). The task is: Predict the product of the given reaction. (1) Given the reactants [NH2:1][C:2]1[S:3][CH:4]=[C:5]([C:12]2[CH:17]=[CH:16][C:15]([F:18])=[CH:14][CH:13]=2)[C:6]=1[C:7](OCC)=[O:8].Cl.Cl[C:21]([NH2:23])=[NH:22].CS(C)(=O)=O.N, predict the reaction product. The product is: [NH2:23][C:21]1[NH:1][C:2]2[S:3][CH:4]=[C:5]([C:12]3[CH:17]=[CH:16][C:15]([F:18])=[CH:14][CH:13]=3)[C:6]=2[C:7](=[O:8])[N:22]=1. (2) The product is: [C:8]1([C@@H:23]([OH:22])[CH3:24])[CH:13]=[CH:12][CH:11]=[CH:10][CH:9]=1. Given the reactants CCN(CC)CC.[C:8]1(C)[CH:13]=[CH:12][CH:11]=[CH:10][CH:9]=1.C(Cl)(Cl)Cl.C([O:22][CH:23]=[CH2:24])(=O)C, predict the reaction product. (3) Given the reactants [CH3:1][O:2][C:3]([N:5]1[CH2:14][CH2:13][C:12]2[N:11]=[C:10]([Cl:15])[CH:9]=[CH:8][C:7]=2[CH2:6]1)=[O:4].CC#N.[OH2:19], predict the reaction product. The product is: [CH3:1][O:2][C:3]([N:5]1[CH2:14][CH2:13][C:12]2[N:11]=[C:10]([Cl:15])[CH:9]=[CH:8][C:7]=2[C:6]1=[O:19])=[O:4]. (4) Given the reactants Cl[C:2]1[N:7]=[C:6]([C:8]2[S:12][C:11]([N:13]([CH3:15])[CH3:14])=[N:10][C:9]=2[C:16]2[CH:17]=[C:18]([NH:22][S:23]([C:26]3[C:31]([F:32])=[CH:30][CH:29]=[CH:28][C:27]=3[F:33])(=[O:25])=[O:24])[CH:19]=[CH:20][CH:21]=2)[CH:5]=[CH:4][N:3]=1.[NH4+:34].[OH-], predict the reaction product. The product is: [NH2:34][C:2]1[N:7]=[C:6]([C:8]2[S:12][C:11]([N:13]([CH3:15])[CH3:14])=[N:10][C:9]=2[C:16]2[CH:17]=[C:18]([NH:22][S:23]([C:26]3[C:31]([F:32])=[CH:30][CH:29]=[CH:28][C:27]=3[F:33])(=[O:25])=[O:24])[CH:19]=[CH:20][CH:21]=2)[CH:5]=[CH:4][N:3]=1.